The task is: Regression. Given two drug SMILES strings and cell line genomic features, predict the synergy score measuring deviation from expected non-interaction effect.. This data is from NCI-60 drug combinations with 297,098 pairs across 59 cell lines. (1) Drug 1: CN(C)N=NC1=C(NC=N1)C(=O)N. Drug 2: CCCCCOC(=O)NC1=NC(=O)N(C=C1F)C2C(C(C(O2)C)O)O. Cell line: SK-MEL-5. Synergy scores: CSS=-0.502, Synergy_ZIP=0.326, Synergy_Bliss=3.34, Synergy_Loewe=-8.20, Synergy_HSA=-2.89. (2) Drug 1: CN1CCC(CC1)COC2=C(C=C3C(=C2)N=CN=C3NC4=C(C=C(C=C4)Br)F)OC. Drug 2: CC12CCC3C(C1CCC2=O)CC(=C)C4=CC(=O)C=CC34C. Cell line: SF-295. Synergy scores: CSS=49.0, Synergy_ZIP=2.75, Synergy_Bliss=0.357, Synergy_Loewe=0.306, Synergy_HSA=0.601. (3) Drug 2: CC1=C(N=C(N=C1N)C(CC(=O)N)NCC(C(=O)N)N)C(=O)NC(C(C2=CN=CN2)OC3C(C(C(C(O3)CO)O)O)OC4C(C(C(C(O4)CO)O)OC(=O)N)O)C(=O)NC(C)C(C(C)C(=O)NC(C(C)O)C(=O)NCCC5=NC(=CS5)C6=NC(=CS6)C(=O)NCCC[S+](C)C)O. Synergy scores: CSS=39.2, Synergy_ZIP=-1.49, Synergy_Bliss=-4.55, Synergy_Loewe=-4.45, Synergy_HSA=-3.27. Cell line: MALME-3M. Drug 1: CCCS(=O)(=O)NC1=C(C(=C(C=C1)F)C(=O)C2=CNC3=C2C=C(C=N3)C4=CC=C(C=C4)Cl)F.